This data is from Experimentally validated miRNA-target interactions with 360,000+ pairs, plus equal number of negative samples. The task is: Binary Classification. Given a miRNA mature sequence and a target amino acid sequence, predict their likelihood of interaction. (1) The miRNA is mmu-miR-669b-5p with sequence AGUUUUGUGUGCAUGUGCAUGU. The protein sequence of the target gene is MIQKLGAKGIKSDERNQREWDDGSEHDDVTKIYVRGGREGIRSIYFNYVKNGKPKDGSIHGYFDSGFTQTFEINHLRGEYLESVDAYYDKKSYGMQAIQFKTNFRTSELMGYSYECTMFTLAVQGKKIIGFHGSNYVHILSLGAYFISIAPTRLEVKGSKGSKKWDDGFDHENVSKIEVLGGFEGILYIKVDYIKNGKLETGLVHGHSGGDGFLQKMEINQSKNEYLVYVEGYYDDASETIQGLHFQTNLNNPVMMGYKKGRKFLLASNGNKIIGFHGYADKSLNSLGAYFSTTTPNKLE.... Result: 0 (no interaction). (2) The miRNA is mmu-miR-362-5p with sequence AAUCCUUGGAACCUAGGUGUGAAU. The protein sequence of the target gene is MSCTRMIHVLDPRPLTSSVMPVDMAMRICLAHSPPLKSFLGPYNGFQRRNFVNKLKPLKPCLSVKQEAKSQSEWKSPHNQAKKRVVFADSKGLSLTAIHVFSDLPEEPAWDLQFDLLDLNDISSSLKLHEEKNLVFDFPQPSTDYLSFRDRFQKNFVCLENCSLQDRTVTGTVKVKNVSFEKKVQVRITFDTWKTYTDVDCVYMKNVYSSSDSDTFSFAIDLPRVIPTEEKIEFCISYHANGRIFWDNNEGQNYRIVHVQWKPDGVQTQVAPKDCAFQQGPPKTEIEPTVFGSPRLASGL.... Result: 1 (interaction). (3) The miRNA is hsa-miR-125a-3p with sequence ACAGGUGAGGUUCUUGGGAGCC. The protein sequence of the target gene is MQNNEIIKPAKYFSELEKSILLALVEKYKYVLECKKSDARTIALKQRTWQALAHEYNSQPSVSLRDFKQLKKCWENIKARTKKIMAHERREKVKRSVSPLLSTHVLGKEKIASMLPEQLYFLQSPPEEEPEYHPDASAQESFAVSNRELCDDEKEFIHFPVCEGTSQPEPSCSAVRITANKNYRSKTSQEGALKKMHEEEHHQQMSILQLQLIQMNEVHVAKIQQIERECEMAEEEHRIKMEVLNKKKMYWERKLQTFTKEWPVSSFNRPFPNSP. Result: 1 (interaction). (4) The miRNA is hsa-miR-29b-2-5p with sequence CUGGUUUCACAUGGUGGCUUAG. The protein sequence of the target gene is MADAFGDELFSVFEDDSTSAAGAKKDKEKEKWKGPPGSADKAGKRLDTKLQSESASGGKNKRDLDVEGTDEPIFGKKPRIEDSINEDLSLADLMPRVKVQSVETVEGCTHEVALPADEDYIPLKPRVGKAAKEYPFILDAFQREAIQCVDNNQSVLVSAHTSAGKTVCAEYAIALALREKQRVIFTSPIKALSNQKYREMYEEFQDVGLMTGDVTINPTASCLVMTTEILRSMLYRGSEVMREVAWVIFDEIHYMRDSERGVVWEETIILLPDNVHYVFLSATIPNARQFAEWICHLHKQ.... Result: 0 (no interaction). (5) The miRNA is ath-miR164a with sequence UGGAGAAGCAGGGCACGUGCA. The protein sequence of the target gene is MEEETHTDAKIRAENGTGSSPRGPGCSLRHFACEQNLLSRPDGSASFLQGDTSVLAGVYGPAEVKVSKEIFNKATLEVILRPKIGLPGVAEKSRERLIRNTCEAVVLGTLHPRTSITVVLQVVSDAGSLLACCLNAACMALVDAGVPMRALFCGVACALDSDGTLVLDPTSKQEKEARAVLTFALDSVERKLLMSSTKGLYSDTELQQCLAAAQAASQHVFRFYRESLQRRYSKS. Result: 0 (no interaction). (6) The miRNA is hsa-miR-203b-5p with sequence UAGUGGUCCUAAACAUUUCACA. The protein sequence of the target gene is MLSFVDTRTLLLLAVTSCLATCQYLQSGSVRKGPTGDRGPRGQRGPAGPRGRDGVDGPMGPPGPPGSPGPPGSPAPPGLTGNFAAQYSDKGVSSGPGPMGLMGPRGPPGAVGAPGPQGFQGPAGEPGEPGQTGPAGPRGPAGSPGKAGEDGHPGKPGRPGERGVVGPQGARGFPGTPGLPGFKGVKGHSGMDGLKGQPGAQGVKGEPGAPGENGTPGQAGARGLPGERGRVGAPGPAGARGSDGSVGPVGPAGPIGSAGPPGFPGAPGPKGELGPVGNPGPAGPAGPRGEVGLPGLSGPV.... Result: 0 (no interaction). (7) Result: 0 (no interaction). The protein sequence of the target gene is MELHILEHRLQVASVAKESIPLFTYGLIKLAFLSSKTRCKFFSLTETPEDYTIIVDEEGFLELPSSEHLSVADATWLALNVVSGGGSFSSSQPIGVTKIAKSVIAPLADQNISVFMLSTYQTDFILVRERDLPFVTHTLSSEFTILRVVNGETVAAENLSFTNGFVKPKMVQRPVIHPLSSPSNRFCVTSLDPDTLPAVATLLMDVMFYSNGVKDPMAASDDCGHIRFFSFSLIEGYISLVMDVQTQQRFPSHLLFTSASGELWKMVRIGGQPLGFDECGIVAQISEPLAAADIPAYYIS.... The miRNA is hsa-miR-520h with sequence ACAAAGUGCUUCCCUUUAGAGU. (8) The miRNA is hsa-miR-4781-3p with sequence AAUGUUGGAAUCCUCGCUAGAG. The protein sequence of the target gene is MKITSTSCICPVLVCLCFVQRCYGTAHHSSIKVMRNQTKHIEGETEVHHRPKRGWVWNQFFVLEEHMGPDPQYVGKLHSNSDKGDGSVKYILTGEGAGTIFIIDDTTGDIHSTKSLDREQKTHYVLHAQAIDRRTNKPLEPESEFIIKVQDINDNAPKFTDGPYIVTVPEMSDMGTSVLQVTATDADDPTYGNSARVVYSILQGQPYFSVDPKTGVIRTALHNMDREAREHYSVVIQAKDMAGQVGGLSGSTTVNITLTDVNDNPPRFPQKHYQLYVPESAQVGSAVGKIKANDADTGSN.... Result: 0 (no interaction).